Predict the reactants needed to synthesize the given product. From a dataset of Full USPTO retrosynthesis dataset with 1.9M reactions from patents (1976-2016). Given the product [CH3:1][O:2][C:3]1[C:12]([C:13]([OH:15])=[O:14])=[C:11]([O:18][CH3:19])[C:10]2[C:5](=[CH:6][CH:7]=[CH:8][CH:9]=2)[N:4]=1, predict the reactants needed to synthesize it. The reactants are: [CH3:1][O:2][C:3]1[C:12]([C:13]([O:15]CC)=[O:14])=[C:11]([O:18][CH3:19])[C:10]2[C:5](=[CH:6][CH:7]=[CH:8][CH:9]=2)[N:4]=1.Cl.